This data is from Catalyst prediction with 721,799 reactions and 888 catalyst types from USPTO. The task is: Predict which catalyst facilitates the given reaction. (1) Reactant: [Cl:1][C:2]1[N:7]=[C:6]([Cl:8])[CH:5]=[CH:4][N:3]=1.[CH2:9]([NH2:11])[CH3:10].C([O-])(O)=O.[Na+]. Product: [Cl:1][C:2]1[N:7]=[C:6]([NH:11][CH2:9][CH3:10])[CH:5]=[CH:4][N:3]=1.[Cl:8][C:6]1[CH:5]=[CH:4][N:3]=[C:2]([NH:11][CH2:9][CH3:10])[N:7]=1. The catalyst class is: 1. (2) Reactant: Cl[C:2]1[N:6]([CH3:7])[N:5]=[CH:4][C:3]=1[N+:8]([O-:10])=[O:9].NC1C=NN(C)C=1[N:17]1[CH2:23][CH2:22][CH2:21][CH:20]([NH:24][C:25](=[O:31])[O:26][C:27]([CH3:30])([CH3:29])[CH3:28])[CH2:19]C1.N1CCC[C@H](NC(=O)OC(C)(C)C)C1.CCN(C(C)C)C(C)C. Product: [CH3:7][N:6]1[C:2]([N:17]2[CH2:23][CH2:22][CH2:21][C@H:20]([NH:24][C:25](=[O:31])[O:26][C:27]([CH3:28])([CH3:29])[CH3:30])[CH2:19]2)=[C:3]([N+:8]([O-:10])=[O:9])[CH:4]=[N:5]1. The catalyst class is: 14.